This data is from Full USPTO retrosynthesis dataset with 1.9M reactions from patents (1976-2016). The task is: Predict the reactants needed to synthesize the given product. (1) Given the product [ClH:1].[Cl:22][C:5]1[C:6]([C:8]([NH:10][CH2:11][C:12]23[CH2:13][CH:14]4[CH2:15][CH:16]([CH2:17][CH:18]([CH2:20]4)[CH2:19]2)[CH2:21]3)=[O:9])=[CH:7][C:2]([O:36][CH:33]2[CH2:34][CH2:35][NH:30][CH2:31][CH2:32]2)=[N:3][CH:4]=1, predict the reactants needed to synthesize it. The reactants are: [Cl:1][C:2]1[CH:7]=[C:6]([C:8]([NH:10][CH2:11][C:12]23[CH2:21][CH:16]4[CH2:17][CH:18]([CH2:20][CH:14]([CH2:15]4)[CH2:13]2)[CH2:19]3)=[O:9])[C:5]([Cl:22])=[CH:4][N:3]=1.C(OC([N:30]1[CH2:35][CH2:34][CH:33]([OH:36])[CH2:32][CH2:31]1)=O)(C)(C)C.[H-].[Na+].Cl. (2) Given the product [C@@H:31]1([NH:30][C:17](=[O:19])[CH2:16][O:15][C:8]2[N:7]=[C:6]3[N:2]([CH3:1])[N:3]=[C:4]([C:20]4[CH:21]=[CH:22][CH:23]=[CH:24][CH:25]=4)[C:5]3=[C:10]([C:11]([F:13])([F:14])[F:12])[CH:9]=2)[C:32]2[C:39](=[CH:40][CH:35]=[CH:36][CH:37]=2)[CH2:38][CH2:33]1, predict the reactants needed to synthesize it. The reactants are: [CH3:1][N:2]1[C:6]2=[N:7][C:8]([O:15][CH2:16][C:17]([OH:19])=O)=[CH:9][C:10]([C:11]([F:14])([F:13])[F:12])=[C:5]2[C:4]([C:20]2[CH:25]=[CH:24][CH:23]=[CH:22][CH:21]=2)=[N:3]1.[CH3:32][CH:31]([CH3:33])[N:30]=C=[N:30][CH:31]([CH3:33])[CH3:32].[CH:35]1[CH:36]=[CH:37][C:38]2N(O)N=N[C:39]=2[CH:40]=1. (3) Given the product [CH3:33][O:32][C:29]1[CH:30]=[C:31]2[C:26]([C:25]([C:34]3[CH:39]=[CH:38][C:37]([O:40][CH3:41])=[CH:36][CH:35]=3)=[N:24][N:23]=[C:22]2[NH:20][CH:15]2[CH2:16][CH:17]3[N:12]([CH2:11][C:2]4[CH:3]=[CH:4][C:5]5[C:10](=[CH:9][CH:8]=[CH:7][CH:6]=5)[CH:1]=4)[CH:13]([CH2:19][CH2:18]3)[CH2:14]2)=[CH:27][CH:28]=1, predict the reactants needed to synthesize it. The reactants are: [CH:1]1[C:10]2[C:5](=[CH:6][CH:7]=[CH:8][CH:9]=2)[CH:4]=[CH:3][C:2]=1[CH2:11][N:12]1[CH:17]2[CH2:18][CH2:19][CH:13]1[CH2:14][CH:15]([NH2:20])[CH2:16]2.Cl[C:22]1[C:31]2[C:26](=[CH:27][CH:28]=[C:29]([O:32][CH3:33])[CH:30]=2)[C:25]([C:34]2[CH:39]=[CH:38][C:37]([O:40][CH3:41])=[CH:36][CH:35]=2)=[N:24][N:23]=1. (4) Given the product [NH2:7][C:8]([CH3:39])([CH2:36][CH2:37][CH3:38])[CH2:9][NH:10][C:11]([C:13]1[C:14]([CH3:35])=[N:15][N:16]2[C:21]([O:22][CH2:23][CH2:24][CH:25]([C:30]([F:33])([F:32])[F:31])[C:26]([F:27])([F:28])[F:29])=[CH:20][C:19]([CH3:34])=[CH:18][C:17]=12)=[O:12], predict the reactants needed to synthesize it. The reactants are: C(OC(=O)[NH:7][C:8]([CH3:39])([CH2:36][CH2:37][CH3:38])[CH2:9][NH:10][C:11]([C:13]1[C:14]([CH3:35])=[N:15][N:16]2[C:21]([O:22][CH2:23][CH2:24][CH:25]([C:30]([F:33])([F:32])[F:31])[C:26]([F:29])([F:28])[F:27])=[CH:20][C:19]([CH3:34])=[CH:18][C:17]=12)=[O:12])(C)(C)C.FC(F)(F)C(O)=O. (5) The reactants are: [CH3:1][O:2][C:3]([C:5]1[CH:13]=[CH:12][C:8]([C:9]([OH:11])=O)=[C:7]([N+:14]([O-:16])=[O:15])[CH:6]=1)=[O:4].[CH:17]([N:20](CC)C(C)C)([CH3:19])[CH3:18].F[P-](F)(F)(F)(F)F.N1(OC(N(C)C)=[N+](C)C)C2N=CC=CC=2N=N1.CC(N)C. Given the product [CH:17]([NH:20][C:9]([C:8]1[CH:12]=[CH:13][C:5]([C:3]([O:2][CH3:1])=[O:4])=[CH:6][C:7]=1[N+:14]([O-:16])=[O:15])=[O:11])([CH3:19])[CH3:18], predict the reactants needed to synthesize it. (6) Given the product [CH2:1]([O:5][C:6]1[N:14]=[C:13]2[C:9]([NH:10][C:11](=[O:28])[N:12]2[CH2:15][CH2:16][O:17][C:18]2[CH:23]=[CH:22][CH:21]=[C:20]([C:24]([OH:26])=[O:25])[CH:19]=2)=[C:8]([NH2:29])[N:7]=1)[CH2:2][CH2:3][CH3:4], predict the reactants needed to synthesize it. The reactants are: [CH2:1]([O:5][C:6]1[N:14]=[C:13]2[C:9]([NH:10][C:11](=[O:28])[N:12]2[CH2:15][CH2:16][O:17][C:18]2[CH:23]=[CH:22][CH:21]=[C:20]([C:24]([O:26]C)=[O:25])[CH:19]=2)=[C:8]([NH2:29])[N:7]=1)[CH2:2][CH2:3][CH3:4].CO.[OH-].[K+].Cl.